From a dataset of Full USPTO retrosynthesis dataset with 1.9M reactions from patents (1976-2016). Predict the reactants needed to synthesize the given product. (1) The reactants are: C1(NC(N)=S)C=CC=CC=1.[Cl:11][C:12]1[CH:17]=[CH:16][C:15]([NH:18][C:19]([NH:21][C:22]2[CH:27]=[CH:26][CH:25]=[C:24]([F:28])[C:23]=2[CH3:29])=[S:20])=[C:14]([OH:30])[C:13]=1[S:31]([N:34]([CH3:36])[CH3:35])(=[O:33])=[O:32].[Si:37](Cl)([C:40]([CH3:43])([CH3:42])[CH3:41])([CH3:39])[CH3:38].N1C=CN=C1. Given the product [CH3:29][C:23]1[C:24]([F:28])=[CH:25][CH:26]=[CH:27][C:22]=1[NH:21][C:19]([NH:18][C:15]1[CH:16]=[CH:17][C:12]([Cl:11])=[C:13]([S:31]([N:34]([CH3:35])[CH3:36])(=[O:32])=[O:33])[C:14]=1[O:30][Si:37]([C:40]([CH3:43])([CH3:42])[CH3:41])([CH3:39])[CH3:38])=[S:20], predict the reactants needed to synthesize it. (2) Given the product [F:31][C:32]([F:37])([F:36])[C:33]([O-:35])=[O:34].[C:1]([NH:4][C:5]1[CH:6]=[C:7]([C:11]2[C:23]3[C:22]4[CH2:21][CH2:20][NH2+:19][CH2:18][C:17]=4[CH:16]=[N:15][C:14]=3[NH:13][N:12]=2)[CH:8]=[CH:9][CH:10]=1)(=[O:3])[CH3:2], predict the reactants needed to synthesize it. The reactants are: [C:1]([NH:4][C:5]1[CH:6]=[C:7]([C:11]2[C:23]3[C:22]4[CH2:21][CH2:20][N:19](C(OC(C)(C)C)=O)[CH2:18][C:17]=4[CH:16]=[N:15][C:14]=3[NH:13][N:12]=2)[CH:8]=[CH:9][CH:10]=1)(=[O:3])[CH3:2].[F:31][C:32]([F:37])([F:36])[C:33]([OH:35])=[O:34].C1(C)C=CC=CC=1. (3) Given the product [CH3:26][C@:6]1([C:17]([O:19][C:20]([CH3:22])([CH3:21])[CH3:23])=[O:18])[CH2:5][C:4](=[O:3])[N:8]([C@@H:9]([C:11]2[CH:12]=[CH:13][CH:14]=[CH:15][CH:16]=2)[CH3:10])[CH2:7]1, predict the reactants needed to synthesize it. The reactants are: CI.[O:3]=[C:4]1[N:8]([C@@H:9]([C:11]2[CH:16]=[CH:15][CH:14]=[CH:13][CH:12]=2)[CH3:10])[CH2:7][CH:6]([C:17]([O:19][C:20]([CH3:23])([CH3:22])[CH3:21])=[O:18])[CH2:5]1.[H-].[Na+].[C:26](O)(=O)CC(CC(O)=O)(C(O)=O)O. (4) Given the product [Cl:1][C:2]1[CH:11]=[C:10]([NH:12][CH:13]([CH3:15])[CH3:14])[C:5]([C:6]([NH:8][NH:9][C:24](=[O:29])[C:25]([O:27][CH3:28])=[O:26])=[O:7])=[CH:4][N:3]=1, predict the reactants needed to synthesize it. The reactants are: [Cl:1][C:2]1[CH:11]=[C:10]([NH:12][CH:13]([CH3:15])[CH3:14])[C:5]([C:6]([NH:8][NH2:9])=[O:7])=[CH:4][N:3]=1.CCN(CC)CC.Cl[C:24](=[O:29])[C:25]([O:27][CH3:28])=[O:26]. (5) Given the product [CH2:1]([NH:5][C:38](=[O:39])[C:37]1[CH:41]=[CH:42][CH:43]=[CH:44][C:36]=1[CH2:35][N:16]1[C:17]2[C:22](=[CH:21][CH:20]=[CH:19][CH:18]=2)[C:23]2([CH2:27][O:26][C:25]3[CH:28]=[C:29]4[C:33](=[CH:34][C:24]2=3)[CH2:32][CH2:31][O:30]4)[C:15]1=[O:14])[CH2:2][CH2:3][CH3:4], predict the reactants needed to synthesize it. The reactants are: [CH2:1]([NH2:5])[CH2:2][CH2:3][CH3:4].C1(CN)CCCCC1.[O:14]=[C:15]1[C:23]2([CH2:27][O:26][C:25]3[CH:28]=[C:29]4[C:33](=[CH:34][C:24]2=3)[CH2:32][CH2:31][O:30]4)[C:22]2[C:17](=[CH:18][CH:19]=[CH:20][CH:21]=2)[N:16]1[CH2:35][C:36]1[CH:44]=[CH:43][CH:42]=[CH:41][C:37]=1[C:38](O)=[O:39].O=C1C2(COC3C=C4C(=CC2=3)CCO4)C2C(=CC=CC=2)N1CC1C=C(C=CC=1)C(O)=O.